This data is from Reaction yield outcomes from USPTO patents with 853,638 reactions. The task is: Predict the reaction yield, written as a fraction of the theoretical maximum amount of product (1.0 means a 100% yield; for example, 0.34 means a 34% yield). (1) The reactants are [CH3:1][N:2]1[CH:6]=[C:5]([C:7]2[CH:12]=[C:11]([O:13][C:14]3[CH:15]=[CH:16][C:17]([NH2:20])=[N:18][CH:19]=3)[CH:10]=[CH:9][N:8]=2)[CH:4]=[N:3]1.N1C=CC=CC=1.[O:27]=[C:28]1[N:32]([CH:33]2[CH2:38][CH2:37][O:36][CH2:35][CH2:34]2)[CH2:31][CH2:30][N:29]1[C:39](Cl)=[O:40]. The catalyst is C(Cl)Cl.O. The product is [CH3:1][N:2]1[CH:6]=[C:5]([C:7]2[CH:12]=[C:11]([O:13][C:14]3[CH:15]=[CH:16][C:17]([NH:20][C:39]([N:29]4[CH2:30][CH2:31][N:32]([CH:33]5[CH2:38][CH2:37][O:36][CH2:35][CH2:34]5)[C:28]4=[O:27])=[O:40])=[N:18][CH:19]=3)[CH:10]=[CH:9][N:8]=2)[CH:4]=[N:3]1. The yield is 0.800. (2) The catalyst is CN(C=O)C. The reactants are [CH2:1]([C:5]1[CH:10]=[C:9]([F:11])[CH:8]=[CH:7][C:6]=1[CH2:12][OH:13])[CH2:2][CH:3]=[CH2:4].[CH2:14]([O:17][C:18]1([CH3:47])[CH2:23][CH2:22][N:21]([C:24]2[N:29]3[N:30]=[C:31]([CH2:33]I)[CH:32]=[C:28]3[N:27]=[C:26]([CH3:35])[C:25]=2[C@H:36]([O:42][C:43]([CH3:46])([CH3:45])[CH3:44])[C:37]([O:39][CH2:40][CH3:41])=[O:38])[CH2:20][CH2:19]1)[CH:15]=[CH2:16].[H-].[Na+]. The yield is 0.323. The product is [CH2:14]([O:17][C:18]1([CH3:47])[CH2:19][CH2:20][N:21]([C:24]2[N:29]3[N:30]=[C:31]([CH2:33][O:13][CH2:12][C:6]4[CH:7]=[CH:8][C:9]([F:11])=[CH:10][C:5]=4[CH2:1][CH2:2][CH:3]=[CH2:4])[CH:32]=[C:28]3[N:27]=[C:26]([CH3:35])[C:25]=2[C@H:36]([O:42][C:43]([CH3:46])([CH3:45])[CH3:44])[C:37]([O:39][CH2:40][CH3:41])=[O:38])[CH2:22][CH2:23]1)[CH:15]=[CH2:16]. (3) The product is [CH3:1][O:2][C:3]1[CH:4]=[CH:5][C:6]([N:9]2[CH:13]=[CH:12][CH:11]=[N:10]2)=[CH:7][CH:8]=1. The catalyst is C(#N)C. The reactants are [CH3:1][O:2][C:3]1[CH:8]=[CH:7][C:6]([N:9]2[CH:13]=[CH:12][C:11](C(OCC)=O)=[N:10]2)=[CH:5][CH:4]=1.C(N(CC)CC)C.ClC(OCC(C)C)=O.Cl.NO. The yield is 0.270. (4) The reactants are [NH2:1][C@@H:2]([CH2:30][C:31]1[CH:36]=[C:35]([F:37])[CH:34]=[C:33]([F:38])[CH:32]=1)[C@@H:3]([C@H:5]1[CH2:9][C@H:8]([O:10][C:11]2[CH:16]=[CH:15][CH:14]=[CH:13][CH:12]=2)[CH2:7][N:6]1C(C1C=CC=CC=1)C1C=CC=CC=1)[OH:4].[C:39]([NH:42][C@:43]1([C@@H:92]([CH2:94][CH3:95])[CH3:93])[CH2:47][CH2:46][N:45]([C@@H:48]([CH2:83][CH2:84][C:85]2[CH:90]=[CH:89][CH:88]=[CH:87][CH:86]=2)[C:49](N[C@@H](CC2C=C(F)C=C(F)C=2)[C@@H]([C@H]2CCCCN2C(C2C=CC=CC=2)C2C=CC=CC=2)O)=[O:50])[C:44]1=[O:91])(=[O:41])[CH3:40].[Li+].[OH-].CO.C(Cl)(Cl)Cl. The catalyst is CCO.O. The product is [C:39]([NH:42][C@:43]1([C@@H:92]([CH2:94][CH3:95])[CH3:93])[CH2:47][CH2:46][N:45]([C@@H:48]([CH2:83][CH2:84][C:85]2[CH:86]=[CH:87][CH:88]=[CH:89][CH:90]=2)[C:49]([NH:1][C@@H:2]([CH2:30][C:31]2[CH:36]=[C:35]([F:37])[CH:34]=[C:33]([F:38])[CH:32]=2)[C@H:3]([OH:4])[C@H:5]2[CH2:9][C@H:8]([O:10][C:11]3[CH:12]=[CH:13][CH:14]=[CH:15][CH:16]=3)[CH2:7][NH:6]2)=[O:50])[C:44]1=[O:91])(=[O:41])[CH3:40]. The yield is 0.730. (5) The reactants are N1C(N)=C2C(N=CN2)=NC=1.[CH:11]1[N:16]=[C:15]([NH2:17])[C:14]2[N:18]=[CH:19][N:20]([CH2:21][CH2:22][O:23]CP(O)(O)=O)[C:13]=2[N:12]=1.CC(C)[O-].[Mg+2].CC(C)[O-].C1(=O)OCCO1. The catalyst is CN(C=O)C.[OH-].[Na+].C1(C)C=CC=CC=1. The product is [OH:23][CH2:22][CH2:21][N:20]1[CH:19]=[N:18][C:14]2[C:13]1=[N:12][CH:11]=[N:16][C:15]=2[NH2:17]. The yield is 0.900.